Dataset: Reaction yield outcomes from USPTO patents with 853,638 reactions. Task: Predict the reaction yield, written as a fraction of the theoretical maximum amount of product (1.0 means a 100% yield; for example, 0.34 means a 34% yield). (1) The reactants are [O:1]1CCCC1.[F:6][C:7]1[CH:20]=[CH:19][C:10]([O:11][C:12]2[S:16][C:15]([C:17]#N)=[CH:14][CH:13]=2)=[CH:9][CH:8]=1.[H-].C([Al+]CC(C)C)C(C)C. The catalyst is O. The product is [F:6][C:7]1[CH:20]=[CH:19][C:10]([O:11][C:12]2[S:16][C:15]([CH:17]=[O:1])=[CH:14][CH:13]=2)=[CH:9][CH:8]=1. The yield is 0.550. (2) The reactants are CON(C)[C:4]([CH:6]1[CH2:11][CH2:10][N:9]([C:12]([O:14][CH2:15][C:16]2[CH:21]=[CH:20][CH:19]=[CH:18][CH:17]=2)=[O:13])[CH2:8][CH2:7]1)=[O:5].C(=O)=O.CC(C)=O.[CH2:30]([Mg]Br)[CH2:31][CH:32]=[CH2:33]. The catalyst is C1COCC1. The product is [C:4]([CH:6]1[CH2:7][CH2:8][N:9]([C:12]([O:14][CH2:15][C:16]2[CH:17]=[CH:18][CH:19]=[CH:20][CH:21]=2)=[O:13])[CH2:10][CH2:11]1)(=[O:5])[CH2:33][CH2:32][CH:31]=[CH2:30]. The yield is 0.980.